This data is from Forward reaction prediction with 1.9M reactions from USPTO patents (1976-2016). The task is: Predict the product of the given reaction. (1) Given the reactants [CH:1]1([C:9]([O:11]CC)=[O:10])[C:3]2([CH2:8][CH2:7][O:6][CH2:5][CH2:4]2)[CH2:2]1.[OH-].[K+], predict the reaction product. The product is: [CH:1]1([C:9]([OH:11])=[O:10])[C:3]2([CH2:8][CH2:7][O:6][CH2:5][CH2:4]2)[CH2:2]1. (2) Given the reactants [Cl:1][C:2]1[CH:3]=[C:4]([CH:21]=[CH:22][C:23]=1[O:24][CH:25]1[CH2:30][CH2:29][N:28]([C:31]2[N:36]=[CH:35][C:34]([CH2:37][CH3:38])=[CH:33][N:32]=2)[CH2:27][CH2:26]1)CN1CC(NC(=O)OCC2C=CC=CC=2)C1.CC[N:41]([CH2:44][CH3:45])[CH2:42]C.[CH3:46][S:47](Cl)(=[O:49])=[O:48].C[CH2:52][OH:53], predict the reaction product. The product is: [Cl:1][C:2]1[CH:3]=[C:4]([CH2:52][O:53][CH:45]2[CH2:42][N:41]([S:47]([CH3:46])(=[O:49])=[O:48])[CH2:44]2)[CH:21]=[CH:22][C:23]=1[O:24][CH:25]1[CH2:30][CH2:29][N:28]([C:31]2[N:36]=[CH:35][C:34]([CH2:37][CH3:38])=[CH:33][N:32]=2)[CH2:27][CH2:26]1. (3) Given the reactants [OH:1][CH2:2][C:3]1[CH2:4][N:5](C(OC(C)(C)C)=O)[CH2:6][CH2:7][C:8]=1[C:9]1[CH:14]=[CH:13][CH:12]=[CH:11][CH:10]=1.[ClH:22], predict the reaction product. The product is: [C:9]1([C:8]2[CH2:7][CH2:6][NH:5][CH2:4][C:3]=2[CH2:2][OH:1])[CH:10]=[CH:11][CH:12]=[CH:13][CH:14]=1.[ClH:22]. (4) The product is: [Br:1][C:2]1[CH:14]=[CH:13][C:5]2[C:6]3[N:10]=[CH:9][N:8]([C:16]4[CH:17]=[CH:18][C:19]([O:22][C:23]([F:24])([F:25])[F:26])=[CH:20][CH:21]=4)[C:7]=3[CH:11]=[CH:12][C:4]=2[CH:3]=1. Given the reactants [Br:1][C:2]1[CH:14]=[CH:13][C:5]2[C:6]3[N:10]=[CH:9][NH:8][C:7]=3[CH:11]=[CH:12][C:4]=2[CH:3]=1.F[C:16]1[CH:21]=[CH:20][C:19]([O:22][C:23]([F:26])([F:25])[F:24])=[CH:18][CH:17]=1.C([O-])([O-])=O.[Cs+].[Cs+], predict the reaction product. (5) Given the reactants C1C(CC2CCC(N)CC2)CCC(N)C1.[NH2:16][C:17]([NH2:30])([CH:24]1[CH2:29][CH2:28][CH2:27][CH2:26][CH2:25]1)[CH:18]1[CH2:23][CH2:22][CH2:21][CH2:20][CH2:19]1, predict the reaction product. The product is: [NH2:16][C:17]([NH2:30])([C:24]1[CH:25]=[CH:26][CH:27]=[CH:28][CH:29]=1)[C:18]1[CH:23]=[CH:22][CH:21]=[CH:20][CH:19]=1. (6) Given the reactants [NH2:1][C:2]1[C:10]([N+:11]([O-:13])=[O:12])=[CH:9][CH:8]=[CH:7][C:3]=1[C:4](O)=[O:5].[BH4-].[Na+].B(F)(F)F.CCOCC.CO, predict the reaction product. The product is: [NH2:1][C:2]1[C:10]([N+:11]([O-:13])=[O:12])=[CH:9][CH:8]=[CH:7][C:3]=1[CH2:4][OH:5].